From a dataset of Reaction yield outcomes from USPTO patents with 853,638 reactions. Predict the reaction yield, written as a fraction of the theoretical maximum amount of product (1.0 means a 100% yield; for example, 0.34 means a 34% yield). (1) The reactants are [O:1]1[CH2:6][CH2:5][N:4]([C:7](=S)[CH2:8][C:9]2[CH:26]=[CH:25][C:12]3[CH2:13][CH2:14][N:15]([C:18]([O:20][C:21]([CH3:24])([CH3:23])[CH3:22])=[O:19])[CH2:16][CH2:17][C:11]=3[CH:10]=2)[CH2:3][CH2:2]1.[OH-:28].[K+].O.C(Cl)Cl. The catalyst is C(O)C. The product is [O:1]1[CH2:6][CH2:5][N:4]([C:7](=[O:28])[CH2:8][C:9]2[CH:26]=[CH:25][C:12]3[CH2:13][CH2:14][N:15]([C:18]([O:20][C:21]([CH3:24])([CH3:23])[CH3:22])=[O:19])[CH2:16][CH2:17][C:11]=3[CH:10]=2)[CH2:3][CH2:2]1. The yield is 0.730. (2) The reactants are [Cl:1][C:2]1[CH:3]=[N:4][N:5]([CH3:16])[C:6]=1[C:7]1[CH:8]=[C:9]([C:13]([OH:15])=O)[O:10][C:11]=1[CH3:12].[NH2:17][C@@H:18]([CH2:31][C:32]1[CH:37]=[CH:36][CH:35]=[C:34]([C:38]([F:41])([F:40])[F:39])[CH:33]=1)[CH2:19][N:20]1[C:28](=[O:29])[C:27]2[C:22](=[CH:23][CH:24]=[CH:25][CH:26]=2)[C:21]1=[O:30].CC(OC(N[C@H](C(O)=O)CC1C=CC=CC=1C(F)(F)F)=O)(C)C.C1CN([P+](Br)(N2CCCC2)N2CCCC2)CC1.F[P-](F)(F)(F)(F)F.CCN(C(C)C)C(C)C. The catalyst is C(Cl)(Cl)Cl. The product is [Cl:1][C:2]1[CH:3]=[N:4][N:5]([CH3:16])[C:6]=1[C:7]1[CH:8]=[C:9]([C:13]([NH:17][C@@H:18]([CH2:31][C:32]2[CH:37]=[CH:36][CH:35]=[C:34]([C:38]([F:41])([F:39])[F:40])[CH:33]=2)[CH2:19][N:20]2[C:21](=[O:30])[C:22]3[C:27](=[CH:26][CH:25]=[CH:24][CH:23]=3)[C:28]2=[O:29])=[O:15])[O:10][C:11]=1[CH3:12]. The yield is 0.480. (3) The reactants are [Cl:1][C:2]1[CH:7]=[C:6]([Cl:8])[CH:5]=[CH:4][C:3]=1[S:9]([NH:12][C:13]1[CH:14]=[C:15]([C:22]([S:25][C:26]2[CH:31]=[CH:30][C:29]([S:32]([N:35]3[CH2:40][CH2:39][CH2:38][CH2:37][CH2:36]3)(=[O:34])=[O:33])=[CH:28][CH:27]=2)=[CH:23][N:24]=1)[C:16](N(OC)C)=[O:17])(=[O:11])=[O:10].[CH2:41]([Mg]Cl)[CH2:42][CH3:43]. The catalyst is C1COCC1. The product is [C:16]([C:15]1[C:22]([S:25][C:26]2[CH:27]=[CH:28][C:29]([S:32]([N:35]3[CH2:40][CH2:39][CH2:38][CH2:37][CH2:36]3)(=[O:33])=[O:34])=[CH:30][CH:31]=2)=[CH:23][N:24]=[C:13]([NH:12][S:9]([C:3]2[CH:4]=[CH:5][C:6]([Cl:8])=[CH:7][C:2]=2[Cl:1])(=[O:10])=[O:11])[CH:14]=1)(=[O:17])[CH2:41][CH2:42][CH3:43]. The yield is 0.0600. (4) The reactants are [Cl:1][C:2]1[C:10]2[N:9]=[C:8]3[CH:11]([C:16]4[CH:21]=[CH:20][C:19]([Cl:22])=[CH:18][C:17]=4[Cl:23])[O:12][CH2:13][CH2:14][CH2:15][N:7]3[C:6]=2[C:5]([CH:24]([CH:26]2[CH2:28][CH2:27]2)[OH:25])=[CH:4][CH:3]=1.CC(OI1(OC(C)=O)(OC(C)=O)OC(=O)C2C=CC=CC1=2)=O. The catalyst is C(#N)C.C(OCC)(=O)C. The product is [Cl:1][C:2]1[C:10]2[N:9]=[C:8]3[CH:11]([C:16]4[CH:21]=[CH:20][C:19]([Cl:22])=[CH:18][C:17]=4[Cl:23])[O:12][CH2:13][CH2:14][CH2:15][N:7]3[C:6]=2[C:5]([C:24]([CH:26]2[CH2:28][CH2:27]2)=[O:25])=[CH:4][CH:3]=1. The yield is 0.830. (5) The reactants are [CH3:1][C:2]1[O:6][C:5]([C:7]2[CH:12]=[CH:11][CH:10]=[CH:9][CH:8]=2)=[N:4][C:3]=1[CH2:13][C:14]#[CH:15].C(OC(C(F)(F)F)=O)(C(F)(F)F)=O. The catalyst is C(O)(C(F)(F)F)=O. The product is [CH3:1][C:2]1[O:6][C:5]([C:7]2[CH:8]=[CH:9][CH:10]=[CH:11][CH:12]=2)=[N:4][C:3]=1[CH2:13][CH:14]=[CH2:15]. The yield is 0.955. (6) The reactants are [N+:1]([C:4]1[CH:12]=[CH:11][C:10]([O:13][CH2:14][CH2:15][CH3:16])=[CH:9][C:5]=1[C:6]([NH2:8])=[O:7])([O-])=O.[NH4+].[Cl-]. The catalyst is CO.O.[Fe]. The product is [NH2:1][C:4]1[CH:12]=[CH:11][C:10]([O:13][CH2:14][CH2:15][CH3:16])=[CH:9][C:5]=1[C:6]([NH2:8])=[O:7]. The yield is 0.980. (7) The reactants are Br[C:2]1[CH:11]=[CH:10][C:9]2[C:4](=[CH:5][CH:6]=[CH:7][CH:8]=2)[CH:3]=1.[C:12]([CH2:14][C:15]([O:17][CH2:18][CH3:19])=[O:16])#[N:13]. The catalyst is C1C=CC(/C=C/C(/C=C/C2C=CC=CC=2)=O)=CC=1.C1C=CC(/C=C/C(/C=C/C2C=CC=CC=2)=O)=CC=1.[Pd]. The product is [CH:3]1[C:4]2[C:9](=[CH:8][CH:7]=[CH:6][CH:5]=2)[CH:10]=[CH:11][C:2]=1[CH:14]([C:12]#[N:13])[C:15]([O:17][CH2:18][CH3:19])=[O:16]. The yield is 0.910. (8) The reactants are [CH:1]1[C:9]2[C:8]3[CH:10]=[CH:11][CH:12]=[CH:13][C:7]=3[O:6][C:5]=2[CH:4]=[C:3]([NH2:14])[CH:2]=1.F[C:16]1[C:17]([N+:24]([O-:26])=[O:25])=[C:18]([CH:21]=[CH:22][CH:23]=1)[C:19]#[N:20].C(N(CC)C(C)C)(C)C. The catalyst is C1COCC1. The product is [N+:24]([C:17]1[C:16]([NH:14][C:3]2[CH:2]=[CH:1][C:9]3[C:8]4[CH:10]=[CH:11][CH:12]=[CH:13][C:7]=4[O:6][C:5]=3[CH:4]=2)=[CH:23][CH:22]=[CH:21][C:18]=1[C:19]#[N:20])([O-:26])=[O:25]. The yield is 0.790.